Dataset: NCI-60 drug combinations with 297,098 pairs across 59 cell lines. Task: Regression. Given two drug SMILES strings and cell line genomic features, predict the synergy score measuring deviation from expected non-interaction effect. (1) Drug 1: C1=CC=C(C=C1)NC(=O)CCCCCCC(=O)NO. Drug 2: CC(C)(C#N)C1=CC(=CC(=C1)CN2C=NC=N2)C(C)(C)C#N. Cell line: 786-0. Synergy scores: CSS=-0.702, Synergy_ZIP=0.344, Synergy_Bliss=0.602, Synergy_Loewe=-0.651, Synergy_HSA=-0.612. (2) Drug 1: CC1=CC2C(CCC3(C2CCC3(C(=O)C)OC(=O)C)C)C4(C1=CC(=O)CC4)C. Drug 2: C1C(C(OC1N2C=NC(=NC2=O)N)CO)O. Cell line: MDA-MB-231. Synergy scores: CSS=-0.571, Synergy_ZIP=0.995, Synergy_Bliss=-0.869, Synergy_Loewe=-17.2, Synergy_HSA=-11.0. (3) Drug 1: C1=NC2=C(N1)C(=S)N=C(N2)N. Drug 2: C1=NC(=NC(=O)N1C2C(C(C(O2)CO)O)O)N. Cell line: EKVX. Synergy scores: CSS=27.0, Synergy_ZIP=-4.06, Synergy_Bliss=-2.34, Synergy_Loewe=-4.58, Synergy_HSA=-2.86. (4) Drug 1: C1=NC2=C(N1)C(=S)N=CN2. Drug 2: COC1=NC(=NC2=C1N=CN2C3C(C(C(O3)CO)O)O)N. Cell line: OVCAR-4. Synergy scores: CSS=2.49, Synergy_ZIP=-2.96, Synergy_Bliss=-4.01, Synergy_Loewe=-4.10, Synergy_HSA=-3.22. (5) Drug 1: CC1=C(C(CCC1)(C)C)C=CC(=CC=CC(=CC(=O)O)C)C. Drug 2: CC1=C(N=C(N=C1N)C(CC(=O)N)NCC(C(=O)N)N)C(=O)NC(C(C2=CN=CN2)OC3C(C(C(C(O3)CO)O)O)OC4C(C(C(C(O4)CO)O)OC(=O)N)O)C(=O)NC(C)C(C(C)C(=O)NC(C(C)O)C(=O)NCCC5=NC(=CS5)C6=NC(=CS6)C(=O)NCCC[S+](C)C)O. Cell line: HCT-15. Synergy scores: CSS=14.2, Synergy_ZIP=-4.45, Synergy_Bliss=-0.288, Synergy_Loewe=-20.7, Synergy_HSA=-3.76.